The task is: Regression. Given a peptide amino acid sequence and an MHC pseudo amino acid sequence, predict their binding affinity value. This is MHC class I binding data.. This data is from Peptide-MHC class I binding affinity with 185,985 pairs from IEDB/IMGT. (1) The peptide sequence is LSEEANWAF. The MHC is HLA-B58:01 with pseudo-sequence HLA-B58:01. The binding affinity (normalized) is 0.426. (2) The peptide sequence is HGAGGWRPGP. The MHC is Mamu-B08 with pseudo-sequence Mamu-B08. The binding affinity (normalized) is 0. (3) The peptide sequence is CIYQSPVRK. The MHC is HLA-A03:01 with pseudo-sequence HLA-A03:01. The binding affinity (normalized) is 0.688. (4) The peptide sequence is CTEETKRNI. The MHC is HLA-A02:03 with pseudo-sequence HLA-A02:03. The binding affinity (normalized) is 0.0279.